This data is from HIV replication inhibition screening data with 41,000+ compounds from the AIDS Antiviral Screen. The task is: Binary Classification. Given a drug SMILES string, predict its activity (active/inactive) in a high-throughput screening assay against a specified biological target. (1) The compound is COc1cc2c(cc1OC)C1C3CCCCC3CCN1CC2.Cl. The result is 0 (inactive). (2) The drug is COc1ccc(CCNC=O)cc1OC. The result is 0 (inactive). (3) The compound is CC(=O)NS(=O)(=O)c1ccc(N=Cc2cc(Cl)cc(Cl)c2O)cc1. The result is 0 (inactive). (4) The molecule is O=C1C=C(Nc2ccccc2C(=O)c2ccccc2)c2ccccc2C1=O. The result is 0 (inactive). (5) The molecule is CC(=O)n1c(=O)c2cc3c(=O)n(-c4cccc(C#N)c4)c(=O)c3cc2c1=O. The result is 0 (inactive). (6) The compound is CCN1C(=O)CSC1=NNC(=O)C(O)(c1ccccc1)C1C=CC=CC1. The result is 0 (inactive).